Predict the reactants needed to synthesize the given product. From a dataset of Full USPTO retrosynthesis dataset with 1.9M reactions from patents (1976-2016). Given the product [C:1]([O:8][CH2:9][C:10]1[CH:11]=[N:12][C:13]([CH3:35])=[C:14]([OH:25])[C:15]=1[CH2:16][O:17][C:18](=[O:24])[CH2:19][CH2:20][CH2:21][C:22]#[CH:23])(=[O:7])[CH2:2][CH2:3][CH2:4][C:5]#[CH:6], predict the reactants needed to synthesize it. The reactants are: [C:1]([O:8][CH2:9][C:10]1[CH:11]=[N:12][C:13]([CH3:35])=[C:14]([O:25]CC2C=CC(OC)=CC=2)[C:15]=1[CH2:16][O:17][C:18](=[O:24])[CH2:19][CH2:20][CH2:21][C:22]#[CH:23])(=[O:7])[CH2:2][CH2:3][CH2:4][C:5]#[CH:6].[SiH](CC)(CC)CC.FC(F)(F)C(O)=O.